Dataset: Catalyst prediction with 721,799 reactions and 888 catalyst types from USPTO. Task: Predict which catalyst facilitates the given reaction. (1) Reactant: C1C=CC2N(O)N=NC=2C=1.O.CCN=C=NCCCN(C)C.[NH2:23][C:24]1[N:32]=[CH:31][CH:30]=[CH:29][C:25]=1[C:26]([OH:28])=O.CCN(C(C)C)C(C)C.[F:42][C:43]1[CH:48]=[CH:47][C:46]([NH2:49])=[CH:45][CH:44]=1. Product: [NH2:23][C:24]1[N:32]=[CH:31][CH:30]=[CH:29][C:25]=1[C:26]([NH:49][C:46]1[CH:47]=[CH:48][C:43]([F:42])=[CH:44][CH:45]=1)=[O:28]. The catalyst class is: 136. (2) The catalyst class is: 137. Reactant: C(O[C:6]([N:8]1[CH2:13][CH2:12][N:11]([C:14]2[CH:19]=[CH:18][C:17]([C:20](=[O:30])[NH:21][C:22]3[CH:27]=[CH:26][C:25]([I:28])=[C:24]([CH3:29])[CH:23]=3)=[CH:16][N:15]=2)[CH2:10][CH2:9]1)=[O:7])(C)(C)C.[CH3:31][C:32]1([CH3:39])[CH2:37]C(=O)[O:35][C:33]1=[O:34]. Product: [I:28][C:25]1[CH:26]=[CH:27][C:22]([NH:21][C:20]([C:17]2[CH:18]=[CH:19][C:14]([N:11]3[CH2:10][CH2:9][N:8]([C:6](=[O:7])[CH2:31][C:32]([CH3:39])([CH3:37])[C:33]([OH:35])=[O:34])[CH2:13][CH2:12]3)=[N:15][CH:16]=2)=[O:30])=[CH:23][C:24]=1[CH3:29]. (3) Reactant: [C:1]([C:3]1[CH:4]=[C:5]([CH2:10][C:11]([O:13][C:14]([CH3:17])([CH3:16])[CH3:15])=[O:12])[CH:6]=[CH:7][C:8]=1F)#[N:2].Cl[C:19]1[CH:36]=[CH:35][C:22]([CH2:23][CH2:24][NH:25][C:26](=[O:34])[C:27]2[CH:32]=[CH:31][C:30]([OH:33])=[CH:29][CH:28]=2)=[CH:21][CH:20]=1.C(=O)([O-])[O-].[K+].[K+]. Product: [C:1]([C:3]1[CH:4]=[C:5]([CH2:10][C:11]([O:13][C:14]([CH3:17])([CH3:16])[CH3:15])=[O:12])[CH:6]=[CH:7][C:8]=1[O:33][C:30]1[CH:29]=[CH:28][C:27]([C:26](=[O:34])[NH:25][CH2:24][CH2:23][C:22]2[CH:21]=[CH:20][CH:19]=[CH:36][CH:35]=2)=[CH:32][CH:31]=1)#[N:2]. The catalyst class is: 16. (4) Reactant: [F:1][C@:2]1([CH3:18])[C@H:6]([OH:7])[C@@H:5]([CH2:8]O)[O:4][C@H:3]1[N:10]1[CH:15]=[CH:14][C:13](=[O:16])[NH:12][C:11]1=[O:17].C1C=CC(P(C2C=CC=CC=2)C2C=CC=CC=2)=CC=1.N1C=CN=C1.[I:43]I. Product: [F:1][C@:2]1([CH3:18])[C@H:6]([OH:7])[C@@H:5]([CH2:8][I:43])[O:4][C@H:3]1[N:10]1[CH:15]=[CH:14][C:13](=[O:16])[NH:12][C:11]1=[O:17]. The catalyst class is: 1. (5) Reactant: [CH3:1][O:2][CH2:3][CH2:4][O:5][CH2:6][C:7]([C:10]1[CH:15]=[CH:14][C:13]([NH2:16])=[CH:12][CH:11]=1)([CH3:9])[CH3:8].[N+:17]([O-])([O-:19])=[O:18].[K+]. Product: [CH3:1][O:2][CH2:3][CH2:4][O:5][CH2:6][C:7]([C:10]1[CH:15]=[CH:14][C:13]([NH2:16])=[CH:12][C:11]=1[N+:17]([O-:19])=[O:18])([CH3:9])[CH3:8]. The catalyst class is: 82. (6) Reactant: Cl[C:2]1[O:3][C:4]2[CH:10]=[CH:9][C:8]([C:11]#[N:12])=[CH:7][C:5]=2[N:6]=1.CCN(CC)CC.[CH:20]1([N:23]2[CH2:28][CH2:27][NH:26][CH2:25][CH2:24]2)[CH2:22][CH2:21]1. Product: [CH:20]1([N:23]2[CH2:28][CH2:27][N:26]([C:2]3[O:3][C:4]4[CH:10]=[CH:9][C:8]([C:11]#[N:12])=[CH:7][C:5]=4[N:6]=3)[CH2:25][CH2:24]2)[CH2:22][CH2:21]1. The catalyst class is: 14.